Dataset: Full USPTO retrosynthesis dataset with 1.9M reactions from patents (1976-2016). Task: Predict the reactants needed to synthesize the given product. (1) Given the product [Br:1][C:2]1[CH:3]=[C:4]([N:13]([CH:14]([CH3:16])[CH3:15])[CH3:17])[C:5]([CH3:12])=[C:6]([CH:11]=1)[C:7]([O:9][CH3:10])=[O:8], predict the reactants needed to synthesize it. The reactants are: [Br:1][C:2]1[CH:3]=[C:4]([NH:13][CH:14]([CH3:16])[CH3:15])[C:5]([CH3:12])=[C:6]([CH:11]=1)[C:7]([O:9][CH3:10])=[O:8].[C:17]([O-])([O-])=O.[Cs+].[Cs+].CI. (2) Given the product [Br:40][C:41]1[S:45][C:44]2[C:46](=[O:48])[NH:47][C:50]([C@@H:52]3[CH2:56][CH2:55][CH2:54][N:53]3[C:57]([O:59][C:60]([CH3:63])([CH3:62])[CH3:61])=[O:58])=[N:49][C:43]=2[CH:42]=1, predict the reactants needed to synthesize it. The reactants are: NC1C=C(Br)SC=1C(N)=O.C(OC(N1CCC[C@H]1C(O)=O)=O)(C)(C)C.C(N(C(C)C)C(C)C)C.C(=O)([O-])O.[Na+].[Br:40][C:41]1[S:45][C:44]([C:46](=[O:48])[NH2:47])=[C:43]([NH:49][C:50]([C@@H:52]2[CH2:56][CH2:55][CH2:54][N:53]2[C:57]([O:59][C:60]([CH3:63])([CH3:62])[CH3:61])=[O:58])=O)[CH:42]=1.[OH-].[Na+].Cl. (3) Given the product [OH:37][NH:36][C:14]([C:13]1[C:8]2[N:7]=[C:6]([C:16]3[C:17]([F:23])=[CH:18][CH:19]=[CH:20][C:21]=3[F:22])[N:5]([CH2:4][C:3]3[C:24]([F:28])=[CH:25][CH:26]=[CH:27][C:2]=3[F:1])[C:9]=2[CH:10]=[CH:11][CH:12]=1)=[NH:15], predict the reactants needed to synthesize it. The reactants are: [F:1][C:2]1[CH:27]=[CH:26][CH:25]=[C:24]([F:28])[C:3]=1[CH2:4][N:5]1[C:9]2[CH:10]=[CH:11][CH:12]=[C:13]([C:14]#[N:15])[C:8]=2[N:7]=[C:6]1[C:16]1[C:21]([F:22])=[CH:20][CH:19]=[CH:18][C:17]=1[F:23].C(N(CC)CC)C.[NH2:36][OH:37]. (4) Given the product [Si:1]([O:8][CH2:9]/[CH:10]=[N:18]/[S@@:16]([C:13]([CH3:15])([CH3:14])[CH3:12])=[O:17])([C:4]([CH3:7])([CH3:6])[CH3:5])([CH3:3])[CH3:2], predict the reactants needed to synthesize it. The reactants are: [Si:1]([O:8][CH2:9][CH:10]=O)([C:4]([CH3:7])([CH3:6])[CH3:5])([CH3:3])[CH3:2].[CH3:12][C:13]([S@:16]([NH2:18])=[O:17])([CH3:15])[CH3:14]. (5) Given the product [CH2:23]([O:1][C:2]1[CH:3]=[C:4]([C:8]#[C:9][C:10]2[CH:11]=[CH:12][C:13]([CH2:16][CH2:17][C:18]([O:20][CH3:21])=[O:19])=[CH:14][CH:15]=2)[CH:5]=[CH:6][CH:7]=1)[C:24]1[CH:29]=[CH:28][CH:27]=[CH:26][CH:25]=1, predict the reactants needed to synthesize it. The reactants are: [OH:1][C:2]1[CH:3]=[C:4]([C:8]#[C:9][C:10]2[CH:15]=[CH:14][C:13]([CH2:16][CH2:17][C:18]([O:20][CH3:21])=[O:19])=[CH:12][CH:11]=2)[CH:5]=[CH:6][CH:7]=1.Br[CH2:23][C:24]1[CH:29]=[CH:28][CH:27]=[CH:26][CH:25]=1. (6) The reactants are: [CH3:1][O:2][CH:3]([O:17][CH3:18])[CH2:4][N:5]1[C:14]2[C:9](=[N:10][CH:11]=[C:12]([F:15])[CH:13]=2)[CH2:8][CH2:7][C:6]1=[O:16].BrN1C(=O)CCC1=O.C(=O)([O-])[O-].[K+].[K+].[OH-].[Na+]. Given the product [CH3:18][O:17][CH:3]([O:2][CH3:1])[CH2:4][N:5]1[C:14]2[C:9](=[N:10][CH:11]=[C:12]([F:15])[CH:13]=2)[CH:8]=[CH:7][C:6]1=[O:16], predict the reactants needed to synthesize it. (7) Given the product [F:11][C:12]1([C:15](=[O:27])[CH2:16][C:17]([C:20]2[CH:21]=[CH:22][C:23]([F:26])=[CH:24][CH:25]=2)([CH3:19])[CH3:18])[CH2:13][CH2:14]1, predict the reactants needed to synthesize it. The reactants are: C(Cl)(=O)C(Cl)=O.CS(C)=O.[F:11][C:12]1([CH:15]([OH:27])[CH2:16][C:17]([C:20]2[CH:25]=[CH:24][C:23]([F:26])=[CH:22][CH:21]=2)([CH3:19])[CH3:18])[CH2:14][CH2:13]1.C(N(CC)CC)C. (8) Given the product [NH2:1][C:2]1[S:3][CH:4]=[C:5]2[C:10]=1[C:9](=[O:11])[N:8]([C:12]1[CH:17]=[CH:16][C:15]([OH:35])=[CH:14][CH:13]=1)[N:7]=[C:6]2[C:19]([NH:21][CH:22]([CH3:24])[CH3:23])=[O:20], predict the reactants needed to synthesize it. The reactants are: [NH2:1][C:2]1[S:3][CH:4]=[C:5]2[C:10]=1[C:9](=[O:11])[N:8]([C:12]1[CH:17]=[CH:16][C:15](Cl)=[CH:14][CH:13]=1)[N:7]=[C:6]2[C:19]([NH:21][CH:22]([CH3:24])[CH3:23])=[O:20].NC1SC=C2C=1C(=[O:35])N(C1C=CC(O)=CC=1)N=C2C(O)=O.